Dataset: Reaction yield outcomes from USPTO patents with 853,638 reactions. Task: Predict the reaction yield, written as a fraction of the theoretical maximum amount of product (1.0 means a 100% yield; for example, 0.34 means a 34% yield). (1) The reactants are Cl[C:2]1[CH:11]=[CH:10][N:9]=[C:8]2[C:3]=1[C:4]1[CH:16]=[C:15]([O:17][CH3:18])[C:14]([O:19][CH3:20])=[CH:13][C:5]=1[C:6](=[O:12])[NH:7]2.[CH3:21][O:22][C:23]1[CH:24]=[C:25]([CH:27]=[CH:28][CH:29]=1)[NH2:26]. No catalyst specified. The product is [CH3:21][O:22][C:23]1[CH:24]=[C:25]([NH:26][C:2]2[CH:11]=[CH:10][N:9]=[C:8]3[C:3]=2[C:4]2[CH:16]=[C:15]([O:17][CH3:18])[C:14]([O:19][CH3:20])=[CH:13][C:5]=2[C:6](=[O:12])[NH:7]3)[CH:27]=[CH:28][CH:29]=1. The yield is 0.0600. (2) The reactants are [CH2:1]([Mg]Br)[CH3:2].[Cl:5][C:6]1[CH:11]=[C:10]([Cl:12])[CH:9]=[CH:8][C:7]=1[N:13]1[C:18]2=[N:19][C:20]3[C:21](=[C:22]([C:26]#N)[CH:23]=[CH:24][CH:25]=3)[N:17]2[CH2:16][CH2:15][CH2:14]1.[O:28]1CCCC1. No catalyst specified. The product is [Cl:5][C:6]1[CH:11]=[C:10]([Cl:12])[CH:9]=[CH:8][C:7]=1[N:13]1[C:18]2=[N:19][C:20]3[CH:25]=[CH:24][CH:23]=[C:22]([C:26](=[O:28])[CH2:1][CH3:2])[C:21]=3[N:17]2[CH2:16][CH2:15][CH2:14]1. The yield is 0.560.